From a dataset of Forward reaction prediction with 1.9M reactions from USPTO patents (1976-2016). Predict the product of the given reaction. (1) Given the reactants [F:1][C:2]1[CH:6]=[N:5][N:4]([CH3:7])[C:3]=1[C:8]1[CH:9]=[C:10]([NH2:16])[CH:11]=[CH:12][C:13]=1[O:14][CH3:15].[F:17][C:18]1[CH:19]=[C:20]([N:25]=[C:26]=[O:27])[CH:21]=[CH:22][C:23]=1[F:24], predict the reaction product. The product is: [F:17][C:18]1[CH:19]=[C:20]([NH:25][C:26]([NH:16][C:10]2[CH:11]=[CH:12][C:13]([O:14][CH3:15])=[C:8]([C:3]3[N:4]([CH3:7])[N:5]=[CH:6][C:2]=3[F:1])[CH:9]=2)=[O:27])[CH:21]=[CH:22][C:23]=1[F:24]. (2) Given the reactants CO[C:3]([C:5]1[C:18]2[C:9](=[N:10][C:11]3[C:16]([N:17]=2)=[C:15]2[CH:19]=[CH:20][CH:21]=[C:22]([O:23][CH3:24])[C:14]2=[CH:13][CH:12]=3)[CH:8]=[CH:7][CH:6]=1)=[O:4].[NH2:25][CH2:26][CH:27]([OH:30])[CH2:28][NH2:29], predict the reaction product. The product is: [NH2:25][CH2:26][CH:27]([OH:30])[CH2:28][NH:29][C:3]([C:5]1[C:18]2[C:9](=[N:10][C:11]3[C:16]([N:17]=2)=[C:15]2[CH:19]=[CH:20][CH:21]=[C:22]([O:23][CH3:24])[C:14]2=[CH:13][CH:12]=3)[CH:8]=[CH:7][CH:6]=1)=[O:4]. (3) Given the reactants [F:1][C:2]1[CH:7]=[CH:6][C:5]([CH:8]2[CH2:17][C:16]3[C:11](=[CH:12][CH:13]=[CH:14][CH:15]=3)[NH:10][CH2:9]2)=[CH:4][CH:3]=1.Cl.[N:19]([O-])=[O:20].[Na+], predict the reaction product. The product is: [F:1][C:2]1[CH:3]=[CH:4][C:5]([CH:8]2[CH2:17][C:16]3[C:11](=[CH:12][CH:13]=[CH:14][CH:15]=3)[N:10]([N:19]=[O:20])[CH2:9]2)=[CH:6][CH:7]=1. (4) Given the reactants Br[C:2]1[C:10]2[C:9]([Cl:11])=[N:8][CH:7]=[N:6][C:5]=2[N:4]([CH:12]([CH3:14])[CH3:13])[CH:3]=1.CON(C)[C:18]([C:20]1[CH:25]=[CH:24][CH:23]=[C:22]([Br:26])[N:21]=1)=[O:19].BrC1C=C(C(C2C3C(Cl)=NC=NC=3N(C(C)C)C=2)=O)C=NC=1, predict the reaction product. The product is: [Br:26][C:22]1[N:21]=[C:20]([C:18]([C:2]2[C:10]3[C:9]([Cl:11])=[N:8][CH:7]=[N:6][C:5]=3[N:4]([CH:12]([CH3:14])[CH3:13])[CH:3]=2)=[O:19])[CH:25]=[CH:24][CH:23]=1. (5) Given the reactants [OH:1][C@H:2]1[C@H:6]2[CH2:7][N:8]([C:11]([O:13][C:14]([CH3:17])([CH3:16])[CH3:15])=[O:12])[CH2:9][CH2:10][N:5]2[CH2:4][CH2:3]1.Cl[C:19]1[CH:24]=[CH:23][C:22]([Cl:25])=[CH:21][N:20]=1.CC(C)([O-])C.[K+], predict the reaction product. The product is: [Cl:25][C:22]1[CH:23]=[CH:24][C:19]([O:1][C@H:2]2[C@H:6]3[CH2:7][N:8]([C:11]([O:13][C:14]([CH3:17])([CH3:16])[CH3:15])=[O:12])[CH2:9][CH2:10][N:5]3[CH2:4][CH2:3]2)=[N:20][CH:21]=1. (6) Given the reactants [Br-].[CH2:2]([N+:9]1[CH:14]=[CH:13][C:12]([C:15]2[CH:20]=[CH:19][C:18]([C@@H:21]([NH:23][C:24](=[O:27])[CH2:25][CH3:26])[CH3:22])=[CH:17][CH:16]=2)=[CH:11][CH:10]=1)[C:3]1[CH:8]=[CH:7][CH:6]=[CH:5][CH:4]=1.[BH4-].[Na+], predict the reaction product. The product is: [CH2:2]([N:9]1[CH2:10][CH:11]=[C:12]([C:15]2[CH:16]=[CH:17][C:18]([C@@H:21]([NH:23][C:24](=[O:27])[CH2:25][CH3:26])[CH3:22])=[CH:19][CH:20]=2)[CH2:13][CH2:14]1)[C:3]1[CH:4]=[CH:5][CH:6]=[CH:7][CH:8]=1. (7) Given the reactants [Cl:1][C:2]1[C:3]([O:18][C:19]2[CH:20]=[N:21][C:22](Cl)=[CH:23][C:24]=2[C:25]2[CH:26]=[N:27][NH:28][CH:29]=2)=[CH:4][C:5]([F:17])=[C:6]([S:8]([NH:11][C:12]2[N:13]=[CH:14][S:15][CH:16]=2)(=[O:10])=[O:9])[CH:7]=1.[F:31][C:32]1[CH:33]=[C:34](B(O)O)[CH:35]=[CH:36][C:37]=1[F:38].C([O-])([O-])=O.[K+].[K+].O, predict the reaction product. The product is: [Cl:1][C:2]1[C:3]([O:18][C:19]2[CH:20]=[N:21][C:22]([C:35]3[CH:34]=[CH:33][C:32]([F:31])=[C:37]([F:38])[CH:36]=3)=[CH:23][C:24]=2[C:25]2[CH:29]=[N:28][NH:27][CH:26]=2)=[CH:4][C:5]([F:17])=[C:6]([S:8]([NH:11][C:12]2[N:13]=[CH:14][S:15][CH:16]=2)(=[O:10])=[O:9])[CH:7]=1. (8) The product is: [ClH:29].[ClH:29].[NH2:21][CH:18]1[CH2:19][CH2:20][N:15]([CH2:14][CH:12]2[C:5]3=[C:4]4[C:9](=[CH:8][CH:7]=[CH:6]3)[CH:10]=[CH:11][C:2](=[O:1])[N:3]4[CH2:13]2)[CH2:16][CH2:17]1. Given the reactants [O:1]=[C:2]1[CH:11]=[CH:10][C:9]2[C:4]3=[C:5]([CH:12]([CH2:14][N:15]4[CH2:20][CH2:19][CH:18]([NH:21]C(=O)OC(C)(C)C)[CH2:17][CH2:16]4)[CH2:13][N:3]13)[CH:6]=[CH:7][CH:8]=2.[ClH:29], predict the reaction product. (9) Given the reactants I[CH:2]([CH3:4])[CH3:3].C(=O)([O-])[O-].[K+].[K+].[F:11][C:12]1[CH:13]=[CH:14][C:15]([N+:19]([O-:21])=[O:20])=[C:16]([OH:18])[CH:17]=1, predict the reaction product. The product is: [F:11][C:12]1[CH:13]=[CH:14][C:15]([N+:19]([O-:21])=[O:20])=[C:16]([O:18][CH:2]([CH3:4])[CH3:3])[CH:17]=1. (10) Given the reactants [C:1]([O:5][C:6]([N:8]1[CH2:13][CH2:12][C:11](=[O:14])[CH2:10][CH2:9]1)=[O:7])([CH3:4])([CH3:3])[CH3:2].[BH4-].[Na+], predict the reaction product. The product is: [C:1]([O:5][C:6]([N:8]1[CH2:13][CH2:12][CH:11]([OH:14])[CH2:10][CH2:9]1)=[O:7])([CH3:4])([CH3:2])[CH3:3].